This data is from Forward reaction prediction with 1.9M reactions from USPTO patents (1976-2016). The task is: Predict the product of the given reaction. (1) Given the reactants [NH2:1][C:2]([CH:4]1[CH2:9][N:8]([C:10]([O:12][C:13](C)(C)C)=[O:11])[CH:7]([CH3:17])[CH2:6][CH2:5]1)=[O:3].[F:18][C:19]1[CH:28]=[CH:27][C:22]([C:23](=O)[CH2:24]Br)=[CH:21][CH:20]=1, predict the reaction product. The product is: [F:18][C:19]1[CH:28]=[CH:27][C:22]([C:23]2[N:1]=[C:2]([C@@H:4]3[CH2:9][N:8]([C:10]([O:12][CH3:13])=[O:11])[C@H:7]([CH3:17])[CH2:6][CH2:5]3)[O:3][CH:24]=2)=[CH:21][CH:20]=1. (2) Given the reactants [Br:1][C:2]1[CH:3]=[C:4]([C:8]2([C:13]#N)[CH2:12][CH2:11][CH2:10][CH2:9]2)[CH:5]=[N:6][CH:7]=1.[OH-:15].[Na+].[OH2:17], predict the reaction product. The product is: [Br:1][C:2]1[CH:3]=[C:4]([C:8]2([C:13]([OH:17])=[O:15])[CH2:12][CH2:11][CH2:10][CH2:9]2)[CH:5]=[N:6][CH:7]=1.